This data is from Full USPTO retrosynthesis dataset with 1.9M reactions from patents (1976-2016). The task is: Predict the reactants needed to synthesize the given product. (1) Given the product [F:24][C:25]1[CH:30]=[C:29]([F:31])[CH:28]=[CH:27][C:26]=1[NH:32][C:33](=[O:34])[NH:1][C:2]1[CH:7]=[CH:6][C:5]([C:8]2[N:12]=[C:11]([C:13]([NH:15][CH:16]([CH:21]([CH3:23])[CH3:22])[C:17]([O:19][CH3:20])=[O:18])=[O:14])[O:10][N:9]=2)=[CH:4][CH:3]=1, predict the reactants needed to synthesize it. The reactants are: [NH2:1][C:2]1[CH:7]=[CH:6][C:5]([C:8]2[N:12]=[C:11]([C:13]([NH:15][CH:16]([CH:21]([CH3:23])[CH3:22])[C:17]([O:19][CH3:20])=[O:18])=[O:14])[O:10][N:9]=2)=[CH:4][CH:3]=1.[F:24][C:25]1[CH:30]=[C:29]([F:31])[CH:28]=[CH:27][C:26]=1[N:32]=[C:33]=[O:34].C1COCC1. (2) Given the product [CH3:1][O:2][C:3]1[CH:4]=[CH:5][C:6]([N:9]2[C:13]3[C:14](=[O:18])[N:15]([CH2:26][CH2:27][C:28]#[N:29])[CH2:16][CH2:17][C:12]=3[C:11]([C:19]([F:22])([F:20])[F:21])=[N:10]2)=[CH:7][CH:8]=1, predict the reactants needed to synthesize it. The reactants are: [CH3:1][O:2][C:3]1[CH:8]=[CH:7][C:6]([N:9]2[C:13]3[C:14](=[O:18])[NH:15][CH2:16][CH2:17][C:12]=3[C:11]([C:19]([F:22])([F:21])[F:20])=[N:10]2)=[CH:5][CH:4]=1.[H-].[Na+].Br[CH2:26][CH2:27][C:28]#[N:29]. (3) Given the product [Cl:1][C:2]1[N:3]=[N:4][C:5]([N:8]2[CH2:9][CH2:10][N:11]([C:21]([O:23][CH2:24][C:25]([O:27][CH2:28][CH3:29])=[O:26])=[O:20])[CH2:12][CH2:13]2)=[CH:6][CH:7]=1, predict the reactants needed to synthesize it. The reactants are: [Cl:1][C:2]1[N:3]=[N:4][C:5]([N:8]2[CH2:13][CH2:12][NH:11][CH2:10][CH2:9]2)=[CH:6][CH:7]=1.C1([O:20][C:21]([O:23][CH2:24][C:25]([O:27][CH2:28][CH3:29])=[O:26])=O)C=CC=CC=1. (4) Given the product [F:24][C:21]([F:22])([F:23])[C:18]1[CH:19]=[CH:20][C:15]([CH2:14][N:4]2[C:5]3[CH:6]=[CH:7][CH:8]=[C:9]([NH2:11])[C:10]=3[CH:2]=[N:3]2)=[N:16][CH:17]=1, predict the reactants needed to synthesize it. The reactants are: I[C:2]1[C:10]2[C:5](=[CH:6][CH:7]=[CH:8][C:9]=2[N+:11]([O-])=O)[N:4]([CH2:14][C:15]2[CH:20]=[CH:19][C:18]([C:21]([F:24])([F:23])[F:22])=[CH:17][N:16]=2)[N:3]=1.[NH4+].[Cl-]. (5) Given the product [C:52]([NH:35][CH:36]([CH2:37][S:38][S:1][CH:2]1[CH2:3][CH:4]([C:20](=[O:21])[N:22]([CH2:31][C:32]([OH:34])=[O:33])[CH2:23][CH2:24][C:25]2[CH:30]=[CH:29][CH:28]=[CH:27][CH:26]=2)[N:5]([S:7]([C:10]2[CH:19]=[CH:18][C:17]3[C:12](=[CH:13][CH:14]=[CH:15][CH:16]=3)[CH:11]=2)(=[O:9])=[O:8])[CH2:6]1)[C:49]([OH:51])=[O:50])(=[O:53])[CH3:54], predict the reactants needed to synthesize it. The reactants are: [SH:1][C@H:2]1[CH2:6][N:5]([S:7]([C:10]2[CH:19]=[CH:18][C:17]3[C:12](=[CH:13][CH:14]=[CH:15][CH:16]=3)[CH:11]=2)(=[O:9])=[O:8])[C@H:4]([C:20]([N:22]([CH2:31][C:32]([OH:34])=[O:33])[CH2:23][CH2:24][C:25]2[CH:30]=[CH:29][CH:28]=[CH:27][CH:26]=2)=[O:21])[CH2:3]1.[NH:35]([C:52]([CH3:54])=[O:53])[C@H:36]([C:49]([OH:51])=[O:50])[CH2:37][S:38]SC1N=CC=CC=1[N+]([O-])=O. (6) Given the product [OH:4][CH2:5][C@@H:6]1[C@@H:11]([OH:12])[C@H:10]([OH:16])[C@H:9]([OH:20])[C@@H:8]([C:24]2[CH:29]=[CH:28][CH:27]=[C:26]([O:30][C@@H:31]3[C@@H:36]([OH:37])[C@@H:35]([OH:41])[C@H:34]([OH:45])[C@@H:33]([CH2:49][OH:50])[O:32]3)[CH:25]=2)[O:7]1, predict the reactants needed to synthesize it. The reactants are: C([O:4][CH2:5][C@@H:6]1[C@@H:11]([O:12]C(=O)C)[C@H:10]([O:16]C(=O)C)[C@H:9]([O:20]C(=O)C)[C@@H:8]([C:24]2[CH:29]=[CH:28][CH:27]=[C:26]([O:30][C@@H:31]3[C@@H:36]([O:37]C(=O)C)[C@@H:35]([O:41]C(=O)C)[C@H:34]([O:45]C(=O)C)[C@@H:33]([CH2:49][O:50]C(=O)C)[O:32]3)[CH:25]=2)[O:7]1)(=O)C.CO[Na]. (7) Given the product [C:3]1([C:8]2[CH:13]=[CH:12][CH:11]=[CH:10][CH:9]=2)[CH:4]=[CH:5][CH:6]=[CH:7][C:2]=1[NH:14][C:15]1[CH:20]=[CH:19][CH:18]=[CH:17][C:16]=1[C:21]1[CH:22]=[CH:23][CH:24]=[CH:25][CH:26]=1, predict the reactants needed to synthesize it. The reactants are: Br[C:2]1[CH:7]=[CH:6][CH:5]=[CH:4][C:3]=1[C:8]1[CH:13]=[CH:12][CH:11]=[CH:10][CH:9]=1.[NH2:14][C:15]1[CH:20]=[CH:19][CH:18]=[CH:17][C:16]=1[C:21]1[CH:26]=[CH:25][CH:24]=[CH:23][CH:22]=1.CC(C)([O-])C.[Na+].